This data is from Full USPTO retrosynthesis dataset with 1.9M reactions from patents (1976-2016). The task is: Predict the reactants needed to synthesize the given product. (1) Given the product [C:12]([C:3]([OH:2])([CH2:8][C:9]([OH:11])=[O:10])[CH2:4][C:5]([O-:7])=[O:6])([OH:14])=[O:13].[CH3:15][NH+:16]([CH3:33])[CH2:17][CH2:18][O:19][CH:20]([C:27]1[N:31]([CH3:32])[N:30]=[CH:29][CH:28]=1)[C:21]1[CH:26]=[CH:25][CH:24]=[CH:23][CH:22]=1, predict the reactants needed to synthesize it. The reactants are: O.[OH:2][C:3]([C:12]([OH:14])=[O:13])([CH2:8][C:9]([OH:11])=[O:10])[CH2:4][C:5]([OH:7])=[O:6].[CH3:15][N:16]([CH3:33])[CH2:17][CH2:18][O:19][CH:20]([C:27]1[N:31]([CH3:32])[N:30]=[CH:29][CH:28]=1)[C:21]1[CH:26]=[CH:25][CH:24]=[CH:23][CH:22]=1. (2) Given the product [CH3:1][CH:2]([CH3:9])[C:3]([O:5][CH2:6][CH2:7][O:15][C:13](/[CH:12]=[CH:11]/[C:10]([OH:17])=[O:16])=[O:14])=[O:4], predict the reactants needed to synthesize it. The reactants are: [CH3:1][CH:2]([CH3:9])[C:3]([O:5][CH2:6][CH2:7]Cl)=[O:4].[C:10]([OH:17])(=[O:16])/[CH:11]=[CH:12]/[C:13]([OH:15])=[O:14]. (3) Given the product [F:1][C:2]1[CH:3]=[C:4]([CH:9]=[C:10]([F:14])[C:11]=1[CH2:12][OH:13])[O:5][CH2:6][C:7]#[N:8], predict the reactants needed to synthesize it. The reactants are: [F:1][C:2]1[CH:3]=[C:4]([CH:9]=[C:10]([F:14])[C:11]=1[CH:12]=[O:13])[O:5][CH2:6][C:7]#[N:8].[BH4-].[Na+]. (4) Given the product [Br:1][C:2]1[CH:3]=[C:4]([CH2:8][CH2:9][CH2:10][NH2:12])[CH:5]=[CH:6][CH:7]=1, predict the reactants needed to synthesize it. The reactants are: [Br:1][C:2]1[CH:3]=[C:4]([CH2:8][CH2:9][C:10]([NH2:12])=O)[CH:5]=[CH:6][CH:7]=1. (5) Given the product [Cl:1][C:2]1[C:3]([S:21]([C:22]2[CH:27]=[CH:26][C:25]([Cl:28])=[CH:24][CH:23]=2)=[O:29])=[CH:4][C:5]2[O:10][CH:9]([C:11]([F:14])([F:13])[F:12])[C:8]([C:15]([OH:17])=[O:16])=[CH:7][C:6]=2[CH:20]=1, predict the reactants needed to synthesize it. The reactants are: [Cl:1][C:2]1[C:3]([S:21][C:22]2[CH:27]=[CH:26][C:25]([Cl:28])=[CH:24][CH:23]=2)=[CH:4][C:5]2[O:10][CH:9]([C:11]([F:14])([F:13])[F:12])[C:8]([C:15]([O:17]CC)=[O:16])=[CH:7][C:6]=2[CH:20]=1.[OH:29]OS([O-])=O.[K+].